This data is from Peptide-MHC class I binding affinity with 185,985 pairs from IEDB/IMGT. The task is: Regression. Given a peptide amino acid sequence and an MHC pseudo amino acid sequence, predict their binding affinity value. This is MHC class I binding data. (1) The peptide sequence is VQKVNPAPK. The MHC is HLA-A26:03 with pseudo-sequence HLA-A26:03. The binding affinity (normalized) is 0.0847. (2) The peptide sequence is RIQENHGFI. The MHC is HLA-B51:01 with pseudo-sequence HLA-B51:01. The binding affinity (normalized) is 0.0847.